From a dataset of Full USPTO retrosynthesis dataset with 1.9M reactions from patents (1976-2016). Predict the reactants needed to synthesize the given product. (1) Given the product [CH2:24]([O:26][C:27]([CH2:28][CH2:29][NH:30][C:12](=[O:14])[NH:1][C:2]1[CH:3]=[C:4]([CH:8]=[CH:9][CH:10]=1)[C:5]([OH:7])=[O:6])=[O:31])[CH3:25], predict the reactants needed to synthesize it. The reactants are: [NH2:1][C:2]1[CH:3]=[C:4]([CH:8]=[CH:9][CH:10]=1)[C:5]([OH:7])=[O:6].Cl[C:12](Cl)([O:14]C(=O)OC(Cl)(Cl)Cl)Cl.Cl.[CH2:24]([O:26][C:27](=[O:31])[CH2:28][CH2:29][NH2:30])[CH3:25].C([O-])(O)=O.[Na+]. (2) Given the product [Si:1]([O:8][C@H:9]1[C@H:13]([CH3:14])[N:12]([C:25]2[CH:24]=[CH:23][C:20]([C:21]#[N:22])=[C:19]([Cl:18])[C:26]=2[CH3:27])[C:11](=[O:15])[C:10]1([CH3:16])[CH3:17])([C:4]([CH3:7])([CH3:6])[CH3:5])([CH3:3])[CH3:2], predict the reactants needed to synthesize it. The reactants are: [Si:1]([O:8][CH:9]1[CH:13]([CH3:14])[NH:12][C:11](=[O:15])[C:10]1([CH3:17])[CH3:16])([C:4]([CH3:7])([CH3:6])[CH3:5])([CH3:3])[CH3:2].[Cl:18][C:19]1[C:26]([CH3:27])=[C:25](I)[CH:24]=[CH:23][C:20]=1[C:21]#[N:22].C(=O)([O-])[O-].[Cs+].[Cs+].C1(P(C2C=CC=CC=2)C2C3OC4C(=CC=CC=4P(C4C=CC=CC=4)C4C=CC=CC=4)C(C)(C)C=3C=CC=2)C=CC=CC=1. (3) Given the product [CH2:27]([C:26]1[N:12]([CH2:13][CH2:14][CH2:15][CH2:16][CH2:17][C:18]([C:20]2[CH:25]=[CH:24][CH:23]=[CH:22][CH:21]=2)=[O:19])[C:11]2[C:10]3[CH:9]=[CH:8][CH:7]=[CH:6][C:5]=3[N:4]=[CH:3][C:2]=2[N:1]=1)[CH2:28][CH2:29][CH3:30], predict the reactants needed to synthesize it. The reactants are: [NH2:1][C:2]1[CH:3]=[N:4][C:5]2[C:10]([C:11]=1[NH:12][CH2:13][CH2:14][CH2:15][CH2:16][CH2:17][C:18]([C:20]1[CH:25]=[CH:24][CH:23]=[CH:22][CH:21]=1)=[O:19])=[CH:9][CH:8]=[CH:7][CH:6]=2.[C:26](OC)(OC)(OC)[CH2:27][CH2:28][CH2:29][CH3:30]. (4) Given the product [Cl:8][CH2:7][CH2:6][CH2:5][Si:2]([CH:9]1[CH:13]=[CH:14][CH:11]=[CH:10]1)([CH3:4])[CH3:3], predict the reactants needed to synthesize it. The reactants are: Cl[Si:2]([CH2:5][CH2:6][CH2:7][Cl:8])([CH3:4])[CH3:3].[CH2:9]1[CH2:13]O[CH2:11][CH2:10]1.[C:14]([Cu])#N. (5) Given the product [F:30][C:27]([F:28])([F:29])[C:24]1[N:23]=[CH:22][C:21]([C:19]([C:10]2[C:11](=[O:18])[C:12]3[C:17](=[CH:16][CH:15]=[CH:14][CH:13]=3)[NH:8][CH:9]=2)=[O:20])=[CH:26][CH:25]=1, predict the reactants needed to synthesize it. The reactants are: COC1C=CC(C[N:8]2[C:17]3[C:12](=[CH:13][CH:14]=[CH:15][CH:16]=3)[C:11](=[O:18])[C:10]([C:19]([C:21]3[CH:22]=[N:23][C:24]([C:27]([F:30])([F:29])[F:28])=[CH:25][CH:26]=3)=[O:20])=[CH:9]2)=CC=1. (6) Given the product [OH:4][CH2:5][C:6]1[C:7]([N:35]2[CH2:47][CH2:46][N:38]3[C:39]4[CH2:40][CH2:41][CH2:42][CH2:43][C:44]=4[CH:45]=[C:37]3[C:36]2=[O:48])=[N:8][CH:9]=[CH:10][C:11]=1[C:12]1[CH:17]=[C:16]([NH:18][C:19]2[CH:24]=[CH:23][C:22]([CH:25]3[CH2:26][CH2:27][N:28]([CH3:31])[CH2:29][CH2:30]3)=[CH:21][N:20]=2)[C:15](=[O:32])[N:14]([CH3:33])[CH:13]=1, predict the reactants needed to synthesize it. The reactants are: C([O:4][CH2:5][C:6]1[C:7]([N:35]2[CH2:47][CH2:46][N:38]3[C:39]4[CH2:40][CH2:41][CH2:42][CH2:43][C:44]=4[CH:45]=[C:37]3[C:36]2=[O:48])=[N:8][CH:9]=[CH:10][C:11]=1[C:12]1[CH:17]=[C:16]([NH:18][C:19]2[CH:24]=[CH:23][C:22]([CH:25]3[CH2:30][CH2:29][N:28]([CH3:31])[CH2:27][CH2:26]3)=[CH:21][N:20]=2)[C:15](=[O:32])[N:14]([CH2:33]C)[CH:13]=1)(=O)C.[OH-].[Li+]. (7) Given the product [C:7]([O:9][C@H:26]([C:25](=[O:29])[N:24]([CH2:30][CH3:31])[CH2:22][CH3:23])[CH3:27])(=[O:8])/[CH:6]=[CH:5]/[C:3]([O:2][CH3:1])=[O:4], predict the reactants needed to synthesize it. The reactants are: [CH3:1][O:2][C:3](/[CH:5]=[CH:6]/[C:7]([OH:9])=[O:8])=[O:4].Cl.CN(C)CCCN=C=NCC.[CH2:22]([N:24]([CH2:30][CH3:31])[C:25](=[O:29])[C@@H:26](O)[CH3:27])[CH3:23]. (8) Given the product [CH3:1][N:2]1[C:7]2=[CH:8][C:9]3[CH2:15][CH2:14][NH:13][CH2:12][CH2:11][C:10]=3[CH:23]=[C:6]2[O:5][CH2:4][C:3]1=[O:24], predict the reactants needed to synthesize it. The reactants are: [CH3:1][N:2]1[C:7]2=[CH:8][C:9]3[CH2:15][CH2:14][N:13](C(OC(C)(C)C)=O)[CH2:12][CH2:11][C:10]=3[CH:23]=[C:6]2[O:5][CH2:4][C:3]1=[O:24].C(O)(C(F)(F)F)=O. (9) Given the product [NH3:7].[Cl:17][C:13]1[CH:12]=[C:11]([N:8]2[C:6]3=[N:7][C:2]([CH:70]4[CH2:71][CH2:72][CH2:67][CH2:68][C:69]4([NH2:64])[OH:73])=[CH:3][CH:4]=[C:5]3[N:10]=[CH:9]2)[CH:16]=[CH:15][N:14]=1, predict the reactants needed to synthesize it. The reactants are: Br[C:2]1[N:7]=[C:6]2[N:8]([C:11]3[CH:16]=[CH:15][N:14]=[C:13]([Cl:17])[CH:12]=3)[CH:9]=[N:10][C:5]2=[CH:4][CH:3]=1.C1C=CC(P(C2C(C3C(P(C4C=CC=CC=4)C4C=CC=CC=4)=CC=C4C=3C=CC=C4)=C3C(C=CC=C3)=CC=2)C2C=CC=CC=2)=CC=1.[N:64]#N.N[CH:67]1[CH2:72][CH2:71][CH2:70][CH:69]([OH:73])[CH2:68]1.CC(C)([O-])C.[Na+].